From a dataset of Reaction yield outcomes from USPTO patents with 853,638 reactions. Predict the reaction yield, written as a fraction of the theoretical maximum amount of product (1.0 means a 100% yield; for example, 0.34 means a 34% yield). (1) The product is [CH2:12]([O:11][CH:10]([O:14][CH2:15][CH3:16])[CH2:9][O:8][C:5]1[CH:4]=[N:3][C:2]([O:46][C:43]2[CH:44]=[C:45]3[C:40](=[CH:41][CH:42]=2)[N:39]=[CH:38][N:37]=[C:36]3[NH:35][C:32]2[CH:33]=[CH:34][N:30]([CH3:29])[N:31]=2)=[N:7][CH:6]=1)[CH3:13]. The yield is 0.950. The reactants are Cl[C:2]1[N:7]=[CH:6][C:5]([O:8][CH2:9][CH:10]([O:14][CH2:15][CH3:16])[O:11][CH2:12][CH3:13])=[CH:4][N:3]=1.CC(C)([O-])C.[K+].CN(C)C(=O)C.[CH3:29][N:30]1[CH:34]=[CH:33][C:32]([NH:35][C:36]2[C:45]3[C:40](=[CH:41][CH:42]=[C:43]([OH:46])[CH:44]=3)[N:39]=[CH:38][N:37]=2)=[N:31]1. The catalyst is O. (2) The reactants are Br[C:2]1[CH:7]=[CH:6][C:5]([C:8]([F:11])([F:10])[F:9])=[CH:4][CH:3]=1.C([Li])CCC.[CH2:17]([N:24]1[CH2:29][CH2:28][C:27](=[O:30])[CH2:26][CH2:25]1)[C:18]1[CH:23]=[CH:22][CH:21]=[CH:20][CH:19]=1.Cl. The catalyst is C1COCC1. The product is [CH2:17]([N:24]1[CH2:29][CH2:28][C:27]([C:2]2[CH:7]=[CH:6][C:5]([C:8]([F:11])([F:10])[F:9])=[CH:4][CH:3]=2)([OH:30])[CH2:26][CH2:25]1)[C:18]1[CH:19]=[CH:20][CH:21]=[CH:22][CH:23]=1. The yield is 0.750.